From a dataset of Catalyst prediction with 721,799 reactions and 888 catalyst types from USPTO. Predict which catalyst facilitates the given reaction. (1) Reactant: [C:1]([O:5][C:6](=[O:36])[N:7]([C@H:9]([C:31]1[O:32][CH:33]=[CH:34][CH:35]=1)[C@H:10]([CH3:30])[CH2:11][O:12][Si](C(C)(C)C)(C1C=CC=CC=1)C1C=CC=CC=1)[CH3:8])([CH3:4])([CH3:3])[CH3:2].[F-].C([N+](CCCC)(CCCC)CCCC)CCC.O.CCOC(C)=O. Product: [C:1]([O:5][C:6](=[O:36])[N:7]([C@H:9]([C:31]1[O:32][CH:33]=[CH:34][CH:35]=1)[C@H:10]([CH3:30])[CH2:11][OH:12])[CH3:8])([CH3:2])([CH3:3])[CH3:4]. The catalyst class is: 5. (2) Reactant: [S:1]1[CH:5]=[CH:4][C:3]2[C:6](=[O:9])[CH2:7][CH2:8][C:2]1=2.[H-].[Na+].C([O:14][C:15](=O)[C:16]1[CH:21]=[CH:20][CH:19]=[N:18][CH:17]=1)C.Cl. Product: [N:18]1[CH:19]=[CH:20][CH:21]=[C:16]([C:15]([CH:7]2[CH2:8][C:2]3[S:1][CH:5]=[CH:4][C:3]=3[C:6]2=[O:9])=[O:14])[CH:17]=1. The catalyst class is: 375.